Task: Regression. Given two drug SMILES strings and cell line genomic features, predict the synergy score measuring deviation from expected non-interaction effect.. Dataset: NCI-60 drug combinations with 297,098 pairs across 59 cell lines (1) Drug 1: CCCS(=O)(=O)NC1=C(C(=C(C=C1)F)C(=O)C2=CNC3=C2C=C(C=N3)C4=CC=C(C=C4)Cl)F. Drug 2: C1=CC=C(C=C1)NC(=O)CCCCCCC(=O)NO. Cell line: EKVX. Synergy scores: CSS=0.754, Synergy_ZIP=0.727, Synergy_Bliss=2.66, Synergy_Loewe=-0.566, Synergy_HSA=0.338. (2) Drug 1: CC=C1C(=O)NC(C(=O)OC2CC(=O)NC(C(=O)NC(CSSCCC=C2)C(=O)N1)C(C)C)C(C)C. Drug 2: N.N.Cl[Pt+2]Cl. Cell line: HCT-15. Synergy scores: CSS=41.3, Synergy_ZIP=0.197, Synergy_Bliss=-1.49, Synergy_Loewe=2.21, Synergy_HSA=0.732. (3) Drug 1: CC1=C(C=C(C=C1)NC2=NC=CC(=N2)N(C)C3=CC4=NN(C(=C4C=C3)C)C)S(=O)(=O)N.Cl. Drug 2: CC1=C2C(C(=O)C3(C(CC4C(C3C(C(C2(C)C)(CC1OC(=O)C(C(C5=CC=CC=C5)NC(=O)C6=CC=CC=C6)O)O)OC(=O)C7=CC=CC=C7)(CO4)OC(=O)C)O)C)OC(=O)C. Cell line: UACC62. Synergy scores: CSS=51.9, Synergy_ZIP=6.87, Synergy_Bliss=8.98, Synergy_Loewe=-58.6, Synergy_HSA=9.17. (4) Drug 1: CC1=C(N=C(N=C1N)C(CC(=O)N)NCC(C(=O)N)N)C(=O)NC(C(C2=CN=CN2)OC3C(C(C(C(O3)CO)O)O)OC4C(C(C(C(O4)CO)O)OC(=O)N)O)C(=O)NC(C)C(C(C)C(=O)NC(C(C)O)C(=O)NCCC5=NC(=CS5)C6=NC(=CS6)C(=O)NCCC[S+](C)C)O. Drug 2: CC(C)NC(=O)C1=CC=C(C=C1)CNNC.Cl. Cell line: MOLT-4. Synergy scores: CSS=35.8, Synergy_ZIP=5.34, Synergy_Bliss=7.33, Synergy_Loewe=-27.5, Synergy_HSA=5.42. (5) Drug 1: C(=O)(N)NO. Drug 2: CCC1(CC2CC(C3=C(CCN(C2)C1)C4=CC=CC=C4N3)(C5=C(C=C6C(=C5)C78CCN9C7C(C=CC9)(C(C(C8N6C)(C(=O)OC)O)OC(=O)C)CC)OC)C(=O)OC)O.OS(=O)(=O)O. Cell line: BT-549. Synergy scores: CSS=0.851, Synergy_ZIP=0.559, Synergy_Bliss=3.07, Synergy_Loewe=1.78, Synergy_HSA=1.25. (6) Drug 1: C1=CC(=CC=C1CC(C(=O)O)N)N(CCCl)CCCl.Cl. Drug 2: C1=CC=C(C(=C1)C(C2=CC=C(C=C2)Cl)C(Cl)Cl)Cl. Cell line: UACC62. Synergy scores: CSS=12.4, Synergy_ZIP=-3.77, Synergy_Bliss=0.631, Synergy_Loewe=-8.80, Synergy_HSA=0.392.